This data is from Peptide-MHC class II binding affinity with 134,281 pairs from IEDB. The task is: Regression. Given a peptide amino acid sequence and an MHC pseudo amino acid sequence, predict their binding affinity value. This is MHC class II binding data. (1) The peptide sequence is YLGKREDQWCGSLIGLT. The MHC is DRB3_0101 with pseudo-sequence DRB3_0101. The binding affinity (normalized) is 0.596. (2) The peptide sequence is EVYEARLTKFKYLAG. The MHC is HLA-DPA10201-DPB10101 with pseudo-sequence HLA-DPA10201-DPB10101. The binding affinity (normalized) is 0.391. (3) The peptide sequence is QQDLELSWNLNGLQAY. The MHC is DRB1_0802 with pseudo-sequence DRB1_0802. The binding affinity (normalized) is 0.317. (4) The peptide sequence is LGHDGTVWAQSADFP. The MHC is DRB1_0101 with pseudo-sequence DRB1_0101. The binding affinity (normalized) is 0.0869. (5) The peptide sequence is RCALHWFPGSHLLHV. The MHC is DRB1_0405 with pseudo-sequence DRB1_0405. The binding affinity (normalized) is 0.563. (6) The peptide sequence is WVPQGRTTWSIHGKG. The MHC is HLA-DQA10601-DQB10402 with pseudo-sequence HLA-DQA10601-DQB10402. The binding affinity (normalized) is 0.638. (7) The peptide sequence is AFKVAATAANGAPAN. The MHC is DRB1_0901 with pseudo-sequence DRB1_0901. The binding affinity (normalized) is 0.564. (8) The peptide sequence is KFTVFEAAFNKAIKE. The MHC is HLA-DPA10201-DPB10101 with pseudo-sequence HLA-DPA10201-DPB10101. The binding affinity (normalized) is 0.440. (9) The peptide sequence is TWYGKPTGAGPKDNG. The MHC is DRB5_0101 with pseudo-sequence DRB5_0101. The binding affinity (normalized) is 0.215. (10) The peptide sequence is VKTITNDQIEVTNAT. The MHC is DRB1_0405 with pseudo-sequence DRB1_0405. The binding affinity (normalized) is 0.122.